Predict the reactants needed to synthesize the given product. From a dataset of Full USPTO retrosynthesis dataset with 1.9M reactions from patents (1976-2016). (1) Given the product [C:36]([NH:2][S:1](=[O:26])(=[O:25])[O:3][CH2:4][C@@H:5]1[C@@H:12]2[C@@H:8]([O:9][C:10]([CH3:13])([CH3:14])[O:11]2)[C@H:7]([N:15]2[CH:23]=[N:22][C:21]3[C:16]2=[N:17][CH:18]=[N:19][C:20]=3[Cl:24])[O:6]1)([C:37]1[CH:42]=[CH:41][CH:40]=[CH:39][CH:38]=1)([C:49]1[CH:50]=[CH:51][CH:52]=[CH:53][CH:54]=1)[C:43]1[CH:44]=[CH:45][CH:46]=[CH:47][CH:48]=1, predict the reactants needed to synthesize it. The reactants are: [S:1](=[O:26])(=[O:25])([O:3][CH2:4][C@@H:5]1[C@@H:12]2[C@@H:8]([O:9][C:10]([CH3:14])([CH3:13])[O:11]2)[C@H:7]([N:15]2[CH:23]=[N:22][C:21]3[C:16]2=[N:17][CH:18]=[N:19][C:20]=3[Cl:24])[O:6]1)[NH2:2].CCN(C(C)C)C(C)C.[C:36](Cl)([C:49]1[CH:54]=[CH:53][CH:52]=[CH:51][CH:50]=1)([C:43]1[CH:48]=[CH:47][CH:46]=[CH:45][CH:44]=1)[C:37]1[CH:42]=[CH:41][CH:40]=[CH:39][CH:38]=1. (2) Given the product [CH3:23][O:22][C:19]1[CH:20]=[CH:21][C:16]([CH:12]2[CH2:13][CH2:14][CH2:15][N:10]([C:8]([C:6]3[CH:7]=[C:2]([N:29]([CH3:30])[CH3:28])[N:3]=[N:4][CH:5]=3)=[O:9])[CH2:11]2)=[C:17]([C:24]([F:27])([F:26])[F:25])[CH:18]=1, predict the reactants needed to synthesize it. The reactants are: Cl[C:2]1[N:3]=[N:4][CH:5]=[C:6]([C:8]([N:10]2[CH2:15][CH2:14][CH2:13][CH:12]([C:16]3[CH:21]=[CH:20][C:19]([O:22][CH3:23])=[CH:18][C:17]=3[C:24]([F:27])([F:26])[F:25])[CH2:11]2)=[O:9])[CH:7]=1.[CH3:28][NH:29][CH3:30]. (3) Given the product [NH2:20][C:15]1[CH:16]=[N:17][C:18]2[C:13]([C:14]=1[NH:23][CH2:24][C:25]([NH:28][C:29](=[O:35])[O:30][C:31]([CH3:34])([CH3:33])[CH3:32])([CH3:26])[CH3:27])=[CH:12][CH:11]=[C:10]([O:9][CH2:1][C:2]1[CH:3]=[CH:4][CH:5]=[CH:6][CH:7]=1)[CH:19]=2, predict the reactants needed to synthesize it. The reactants are: [C:1]([O:9][C:10]1[CH:19]=[C:18]2[C:13]([C:14]([NH:23][CH2:24][C:25]([NH:28][C:29](=[O:35])[O:30][C:31]([CH3:34])([CH3:33])[CH3:32])([CH3:27])[CH3:26])=[C:15]([N+:20]([O-])=O)[CH:16]=[N:17]2)=[CH:12][CH:11]=1)(=O)[C:2]1[CH:7]=[CH:6][CH:5]=[CH:4][CH:3]=1.[H][H]. (4) Given the product [CH3:1][O:2][C:3]1[CH:4]=[C:5]2[C:10](=[CH:11][CH:12]=1)[C:9](=[O:13])[N:8]([C:15]1[CH:24]=[CH:23][C:18]([C:19]([O:21][CH3:22])=[O:20])=[CH:17][CH:16]=1)[CH2:7][CH2:6]2, predict the reactants needed to synthesize it. The reactants are: [CH3:1][O:2][C:3]1[CH:4]=[C:5]2[C:10](=[CH:11][CH:12]=1)[C:9](=[O:13])[NH:8][CH2:7][CH2:6]2.I[C:15]1[CH:24]=[CH:23][C:18]([C:19]([O:21][CH3:22])=[O:20])=[CH:17][CH:16]=1.C([O-])([O-])=O.[K+].[K+].OC1C=CC=C2C=1N=CC=C2. (5) Given the product [CH2:1]([OH:10])[CH2:2][CH2:3][CH2:4][CH2:5][CH2:6][CH:7]([CH3:9])[CH3:8], predict the reactants needed to synthesize it. The reactants are: [CH:1](=[O:10])[CH2:2][CH2:3][CH2:4][CH2:5][CH2:6][CH:7]([CH3:9])[CH3:8].N.[H][H].C(N)CCCCCC(C)C.C(NCCCCCCC(C)C)CCCCCC(C)C. (6) Given the product [Cl:1][C:2]1[CH:7]=[CH:6][N:5]=[C:4]([C:8]([NH:10][C:11]2[C:12]([C:22]([NH:29][CH2:28][CH2:27][C:26]#[N:25])=[O:24])=[N:13][N:14]([CH:16]3[CH2:21][CH2:20][CH2:19][CH2:18][O:17]3)[CH:15]=2)=[O:9])[CH:3]=1, predict the reactants needed to synthesize it. The reactants are: [Cl:1][C:2]1[CH:7]=[CH:6][N:5]=[C:4]([C:8]([NH:10][C:11]2[C:12]([C:22]([OH:24])=O)=[N:13][N:14]([CH:16]3[CH2:21][CH2:20][CH2:19][CH2:18][O:17]3)[CH:15]=2)=[O:9])[CH:3]=1.[NH2:25][CH2:26][CH2:27][C:28]#[N:29].CCN=C=NCCCN(C)C.C1C=CC2N(O)N=NC=2C=1.C(=O)([O-])O.[Na+].